Dataset: Forward reaction prediction with 1.9M reactions from USPTO patents (1976-2016). Task: Predict the product of the given reaction. (1) Given the reactants Cl[C:2]1[C:11]2[C:6](=[CH:7][CH:8]=[CH:9][CH:10]=2)[C:5](=[O:12])[NH:4][N:3]=1.[CH2:13]([N:20]1[CH2:25][CH2:24][NH:23][CH2:22][CH2:21]1)[C:14]1[CH:19]=[CH:18][CH:17]=[CH:16][CH:15]=1, predict the reaction product. The product is: [CH2:13]([N:20]1[CH2:25][CH2:24][N:23]([C:2]2[C:11]3[C:6](=[CH:7][CH:8]=[CH:9][CH:10]=3)[C:5](=[O:12])[NH:4][N:3]=2)[CH2:22][CH2:21]1)[C:14]1[CH:15]=[CH:16][CH:17]=[CH:18][CH:19]=1. (2) Given the reactants [Br:1][C:2]1[S:3][C:4]([CH:7]=O)=[CH:5][N:6]=1.[NH2:9][C:10]1[S:11][CH:12]=[CH:13][N:14]=1.[BH4-].[Na+], predict the reaction product. The product is: [Br:1][C:2]1[S:3][C:4]([CH2:7][NH:9][C:10]2[S:11][CH:12]=[CH:13][N:14]=2)=[CH:5][N:6]=1.